From a dataset of Reaction yield outcomes from USPTO patents with 853,638 reactions. Predict the reaction yield, written as a fraction of the theoretical maximum amount of product (1.0 means a 100% yield; for example, 0.34 means a 34% yield). (1) The reactants are [CH3:1][O:2][C:3]1[CH:8]=[CH:7][C:6]([C:9]2[C:18](=[O:19])[C:17]3[C:12](=[C:13]([O:23][CH2:24][CH2:25][CH3:26])[CH:14]=[C:15]4[CH2:22][CH2:21][CH2:20][C:16]4=3)[NH:11][CH:10]=2)=[CH:5][CH:4]=1.[I-].[Na+].[H-].[Na+].[P:31]([O:43][CH2:44]Cl)([O:38][C:39]([CH3:42])([CH3:41])[CH3:40])([O:33][C:34]([CH3:37])([CH3:36])[CH3:35])=[O:32]. The catalyst is CN(C=O)C. The product is [P:31]([O:43][CH2:44][N:11]1[CH:10]=[C:9]([C:6]2[CH:5]=[CH:4][C:3]([O:2][CH3:1])=[CH:8][CH:7]=2)[C:18](=[O:19])[C:17]2[C:12]1=[C:13]([O:23][CH2:24][CH2:25][CH3:26])[CH:14]=[C:15]1[CH2:22][CH2:21][CH2:20][C:16]1=2)([O:33][C:34]([CH3:37])([CH3:36])[CH3:35])([O:38][C:39]([CH3:40])([CH3:41])[CH3:42])=[O:32]. The yield is 0.400. (2) The reactants are C[O:2][C:3]1[N:4]=[CH:5][CH:6]=[C:7]2[C:11]([C:12]3[CH:17]=[C:16]([S:18]([CH3:21])(=[O:20])=[O:19])[CH:15]=[CH:14][C:13]=3[NH:22][CH2:23][C:24]3[CH:31]=[CH:30][C:27]([C:28]#[N:29])=[CH:26][CH:25]=3)=[CH:10][N:9]([CH3:32])[C:8]=12.Cl.O1CCOCC1. No catalyst specified. The product is [CH3:32][N:9]1[C:8]2[C:3](=[O:2])[NH:4][CH:5]=[CH:6][C:7]=2[C:11]([C:12]2[CH:17]=[C:16]([S:18]([CH3:21])(=[O:20])=[O:19])[CH:15]=[CH:14][C:13]=2[NH:22][CH2:23][C:24]2[CH:25]=[CH:26][C:27]([C:28]#[N:29])=[CH:30][CH:31]=2)=[CH:10]1. The yield is 0.150. (3) The reactants are [C:1]([C:5]1[CH:10]=[CH:9][CH:8]=[C:7]([CH3:11])[C:6]=1[OH:12])([CH3:4])([CH3:3])[CH3:2].CC(C)([O-])C.[K+].Cl[N:20]1[CH:25]=[CH:24][CH:23]=[C:22]([Cl:26])[NH:21]1. The catalyst is O1CCOCC1. The product is [C:1]([C:5]1[CH:10]=[CH:9][CH:8]=[C:7]([CH3:11])[C:6]=1[O:12][C:25]1[N:20]=[N:21][C:22]([Cl:26])=[CH:23][CH:24]=1)([CH3:4])([CH3:3])[CH3:2]. The yield is 0.546. (4) The product is [CH2:1]([C:3]1[CH:8]=[CH:7][C:6]([OH:9])=[C:5]([O:11][C:12]2[CH:17]=[CH:16][CH:15]=[CH:14][CH:13]=2)[CH:4]=1)[CH3:2]. The catalyst is C(Cl)Cl.CCOCC. The yield is 0.800. The reactants are [CH2:1]([C:3]1[CH:8]=[CH:7][C:6]([O:9]C)=[C:5]([O:11][C:12]2[CH:17]=[CH:16][CH:15]=[CH:14][CH:13]=2)[CH:4]=1)[CH3:2]. (5) The reactants are [Cl:1][C:2]1[CH:7]=[CH:6][CH:5]=[C:4]([F:8])[C:3]=1B(O)O.[NH2:12][C:13]1[N:14]=[C:15]([N:24]2[CH2:29][CH2:28][N:27]([C:30](=[O:40])[CH2:31][O:32][C:33]3[CH:38]=[CH:37][C:36]([Cl:39])=[CH:35][CH:34]=3)[CH2:26][CH2:25]2)[C:16]2[N:22]=[C:21](Cl)[CH:20]=[CH:19][C:17]=2[N:18]=1. No catalyst specified. The product is [NH2:12][C:13]1[N:14]=[C:15]([N:24]2[CH2:25][CH2:26][N:27]([C:30](=[O:40])[CH2:31][O:32][C:33]3[CH:38]=[CH:37][C:36]([Cl:39])=[CH:35][CH:34]=3)[CH2:28][CH2:29]2)[C:16]2[N:22]=[C:21]([C:3]3[C:4]([F:8])=[CH:5][CH:6]=[CH:7][C:2]=3[Cl:1])[CH:20]=[CH:19][C:17]=2[N:18]=1. The yield is 0.520. (6) The reactants are [N:1]1([C:12]([O:14][C:15]([CH3:18])([CH3:17])[CH3:16])=[O:13])[CH2:6][CH2:5][CH2:4][CH:3]([C:7]([O:9]CC)=O)[CH2:2]1.[F-].[Cs+].N#N.[Si]([C:27]([F:30])([F:29])[F:28])(C)(C)C.Cl. The product is [F:28][C:27]([F:30])([F:29])[C:7]([CH:3]1[CH2:4][CH2:5][CH2:6][N:1]([C:12]([O:14][C:15]([CH3:16])([CH3:17])[CH3:18])=[O:13])[CH2:2]1)=[O:9]. The yield is 0.370. The catalyst is C1COCC1. (7) The product is [F:13][CH2:14][C:15]([CH2:53][F:54])([OH:52])[CH2:16][O:17][C@H:18]1[CH2:23][CH2:22][C@H:21]([N:24]2[C:29](=[O:30])[C:28]([CH2:31][C:32]3[CH:37]=[CH:36][C:35]([C:38]4[CH:43]=[CH:42][CH:41]=[CH:40][C:39]=4[C:44]4[NH:3][C:4](=[O:7])[O:5][N:45]=4)=[CH:34][CH:33]=3)=[C:27]([CH2:46][CH2:47][CH3:48])[N:26]3[N:49]=[CH:50][N:51]=[C:25]23)[CH2:20][CH2:19]1. The reactants are [Cl-].O[NH3+:3].[C:4](=[O:7])([O-])[OH:5].[Na+].CS(C)=O.[F:13][CH2:14][C:15]([CH2:53][F:54])([OH:52])[CH2:16][O:17][C@H:18]1[CH2:23][CH2:22][C@H:21]([N:24]2[C:29](=[O:30])[C:28]([CH2:31][C:32]3[CH:37]=[CH:36][C:35]([C:38]4[C:39]([C:44]#[N:45])=[CH:40][CH:41]=[CH:42][CH:43]=4)=[CH:34][CH:33]=3)=[C:27]([CH2:46][CH2:47][CH3:48])[N:26]3[N:49]=[CH:50][N:51]=[C:25]23)[CH2:20][CH2:19]1. The yield is 0.610. The catalyst is O.C(OCC)(=O)C. (8) The reactants are Br[C:2]1[CH:7]=[CH:6][C:5]([NH:8][S:9]([CH3:12])(=[O:11])=[O:10])=[CH:4][CH:3]=1.[F:13][C:14]([F:26])([F:25])[O:15][C:16]1[CH:21]=[CH:20][C:19](B(O)O)=[CH:18][CH:17]=1.O. The catalyst is C(=O)([O-])[O-].[K+].[K+].CN(C)C=O.C1C=CC([P]([Pd]([P](C2C=CC=CC=2)(C2C=CC=CC=2)C2C=CC=CC=2)([P](C2C=CC=CC=2)(C2C=CC=CC=2)C2C=CC=CC=2)[P](C2C=CC=CC=2)(C2C=CC=CC=2)C2C=CC=CC=2)(C2C=CC=CC=2)C2C=CC=CC=2)=CC=1. The product is [F:13][C:14]([F:25])([F:26])[O:15][C:16]1[CH:21]=[CH:20][C:19]([C:2]2[CH:7]=[CH:6][C:5]([NH:8][S:9]([CH3:12])(=[O:11])=[O:10])=[CH:4][CH:3]=2)=[CH:18][CH:17]=1. The yield is 0.250. (9) The reactants are [CH:1]([NH:4][CH:5]([CH3:7])C)([CH3:3])C.C([Li])CCC.CCCCCC.[C:19](#[N:21])[CH3:20].[Cl-].[NH4+].[O:24]1CC[CH2:26][CH2:25]1. No catalyst specified. The product is [OH:24][CH:25]([C:26]1[CH:3]=[CH:1][N:4]=[CH:5][CH:7]=1)[CH2:20][C:19]#[N:21]. The yield is 0.635.